The task is: Predict which catalyst facilitates the given reaction.. This data is from Catalyst prediction with 721,799 reactions and 888 catalyst types from USPTO. (1) The catalyst class is: 6. Product: [ClH:34].[CH3:24][N:21]1[CH2:22][CH2:23][N:18]([C:13]2[N:12]=[C:11]3[C:10]([S:7]([C:1]4[CH:2]=[CH:3][CH:4]=[CH:5][CH:6]=4)(=[O:9])=[O:8])=[N:25][NH:17][C:16]3=[CH:15][CH:14]=2)[CH2:19][CH2:20]1. Reactant: [C:1]1([S:7]([CH2:10][C:11]2[C:16]([NH2:17])=[CH:15][CH:14]=[C:13]([N:18]3[CH2:23][CH2:22][N:21]([CH3:24])[CH2:20][CH2:19]3)[N:12]=2)(=[O:9])=[O:8])[CH:6]=[CH:5][CH:4]=[CH:3][CH:2]=1.[N:25]([O-])=O.[Na+].C([O-])(O)=O.[Na+].[ClH:34]. (2) The catalyst class is: 88. Reactant: [C:1]1([CH2:7][C:8]([C:10]2[S:11][CH:12]=[CH:13][CH:14]=2)=O)[CH:6]=[CH:5][CH:4]=[CH:3][CH:2]=1.[CH2:15]([O:17][C:18]1[CH:19]=[C:20]([CH:23]=[C:24]([N+:27]([O-:29])=[O:28])[C:25]=1[OH:26])[CH:21]=O)[CH3:16].[NH2:30][C:31]([NH2:33])=[O:32].Cl. Product: [CH2:15]([O:17][C:18]1[CH:19]=[C:20]([CH:21]2[C:7]([C:1]3[CH:6]=[CH:5][CH:4]=[CH:3][CH:2]=3)=[C:8]([C:10]3[S:11][CH:12]=[CH:13][CH:14]=3)[NH:33][C:31](=[O:32])[NH:30]2)[CH:23]=[C:24]([N+:27]([O-:29])=[O:28])[C:25]=1[OH:26])[CH3:16]. (3) Reactant: [Br:1][C:2]1[CH:10]=[CH:9][C:5]([C:6]([OH:8])=O)=[C:4]([F:11])[CH:3]=1.S(Cl)(Cl)=O.[Cl-:16].[Al+3].[Cl-].[Cl-].[CH:20]1[CH:25]=CC=CC=1. Product: [Br:1][C:2]1[CH:10]=[CH:9][C:5]([C:6](=[O:8])[CH2:25][CH2:20][Cl:16])=[C:4]([F:11])[CH:3]=1. The catalyst class is: 26. (4) The catalyst class is: 78. Product: [Cl:39][C:35]1[C:34]([F:40])=[C:33]([C@@H:32]2[C@:31]([C:43]3[CH:48]=[CH:47][C:46]([Cl:49])=[CH:45][C:44]=3[F:50])([C:41]#[N:42])[C@H:30]([CH2:51][C:52]([CH3:55])([CH3:53])[CH3:54])[NH:29][C@H:28]2[C:26]([NH:25][C:22]2[CH:23]=[CH:24][C:19]([C:18]([O:17][CH2:12][O:13][C:14]([NH:15][CH2:19][C:18]([OH:58])=[O:17])=[O:16])=[O:58])=[CH:20][C:21]=2[O:56][CH3:57])=[O:27])[CH:38]=[CH:37][CH:36]=1. Reactant: C(OC(C[CH:12]([O:17][C:18](=[O:58])[C:19]1[CH:24]=[CH:23][C:22]([NH:25][C:26]([C@H:28]2[C@H:32]([C:33]3[CH:38]=[CH:37][CH:36]=[C:35]([Cl:39])[C:34]=3[F:40])[C@:31]([C:43]3[CH:48]=[CH:47][C:46]([Cl:49])=[CH:45][C:44]=3[F:50])([C:41]#[N:42])[C@H:30]([CH2:51][C:52]([CH3:55])([CH3:54])[CH3:53])[NH:29]2)=[O:27])=[C:21]([O:56][CH3:57])[CH:20]=1)[O:13][C:14](=[O:16])[NH2:15])=O)C1C=CC=CC=1.[H][H]. (5) Reactant: [CH3:1][O:2][C:3]1[CH:4]=[C:5]([CH:12]=[C:13]([Br:17])[C:14]=1[O:15][CH3:16])[CH:6]=[C:7]([C:10]#[N:11])[C:8]#[N:9].[C:18]1([CH:25]=[CH:24][CH:23]=[C:21]([OH:22])[CH:20]=1)[OH:19].N1CCCCC1. Product: [NH2:9][C:8]1[O:19][C:18]2[C:25]([CH:6]([C:5]3[CH:4]=[C:3]([O:2][CH3:1])[C:14]([O:15][CH3:16])=[C:13]([Br:17])[CH:12]=3)[C:7]=1[C:10]#[N:11])=[CH:24][CH:23]=[C:21]([OH:22])[CH:20]=2. The catalyst class is: 8. (6) Reactant: [Na].[NH2:2][OH:3].O.CO[C:7](=[O:37])[C:8]1[CH:13]=[CH:12][C:11]([CH2:14][N:15]2[CH:20]([C:21]3[C:26]([CH3:27])=[CH:25][CH:24]=[CH:23][N:22]=3)[CH2:19][CH2:18][CH2:17][CH:16]2[C:28]2[C:33]([CH3:34])=[CH:32][CH:31]=[CH:30][N:29]=2)=[C:10]([CH2:35][OH:36])[CH:9]=1.C([O-])(O)=O.[Na+]. Product: [CH3:27][C:26]1[C:21]([CH:20]2[CH2:19][CH2:18][CH2:17][CH:16]([C:28]3[C:33]([CH3:34])=[CH:32][CH:31]=[CH:30][N:29]=3)[N:15]2[CH2:14][C:11]2[CH:12]=[CH:13][C:8]([C:7]([NH:2][OH:3])=[O:37])=[CH:9][C:10]=2[CH2:35][OH:36])=[N:22][CH:23]=[CH:24][CH:25]=1. The catalyst class is: 254. (7) Reactant: O.NN.[CH3:4][CH:5]1[C:9]2[C:10]([O:14][C:15]3[CH:20]=[CH:19][C:18]([N+:21]([O-])=O)=[CH:17][N:16]=3)=[CH:11][CH:12]=[CH:13][C:8]=2[CH2:7][O:6]1. Product: [CH3:4][CH:5]1[C:9]2[C:10]([O:14][C:15]3[N:16]=[CH:17][C:18]([NH2:21])=[CH:19][CH:20]=3)=[CH:11][CH:12]=[CH:13][C:8]=2[CH2:7][O:6]1. The catalyst class is: 29. (8) Reactant: [CH:1]([C@H:4]([CH2:8]/[CH:9]=[CH:10]/[CH2:11][C@H:12]([C:16](=O)[C:17]1[CH:22]=[CH:21][C:20]([O:23][CH3:24])=[C:19]([O:25][CH2:26][CH2:27][CH2:28][O:29][CH3:30])[CH:18]=1)[CH:13]([CH3:15])[CH3:14])[C:5]([OH:7])=[O:6])([CH3:3])[CH3:2].C([SiH](CC)CC)C.B(F)(F)F.CCOCC.O. Product: [CH:1]([C@H:4]([CH2:8]/[CH:9]=[CH:10]/[CH2:11][C@H:12]([CH2:16][C:17]1[CH:22]=[CH:21][C:20]([O:23][CH3:24])=[C:19]([O:25][CH2:26][CH2:27][CH2:28][O:29][CH3:30])[CH:18]=1)[CH:13]([CH3:15])[CH3:14])[C:5]([OH:7])=[O:6])([CH3:2])[CH3:3]. The catalyst class is: 26.